Dataset: Forward reaction prediction with 1.9M reactions from USPTO patents (1976-2016). Task: Predict the product of the given reaction. (1) Given the reactants [H-].[Na+].Cl[CH2:4][CH2:5][S:6](Cl)(=[O:8])=[O:7].[CH3:10][C:11]1[CH:12]=[C:13]([CH:28]=[CH:29][C:30]=1[CH3:31])[O:14][C:15]1[CH:20]=[CH:19][C:18]([C:21]2[C:22]([NH2:27])=[N:23][CH:24]=[CH:25][CH:26]=2)=[CH:17][CH:16]=1, predict the reaction product. The product is: [CH3:10][C:11]1[CH:12]=[C:13]([CH:28]=[CH:29][C:30]=1[CH3:31])[O:14][C:15]1[CH:20]=[CH:19][C:18]([C:21]2[C:22]3=[N:27][S:6](=[O:8])(=[O:7])[CH2:5][CH2:4][N:23]3[CH:24]=[CH:25][CH:26]=2)=[CH:17][CH:16]=1. (2) Given the reactants [Li]CCCC.[Br:6][C:7]1[CH:8]=[C:9]2[C:14](=[CH:15][CH:16]=1)[N:13]=[C:12]([Cl:17])[CH:11]=[CH:10]2.[I:18]I.C1COCC1.O, predict the reaction product. The product is: [Br:6][C:7]1[CH:8]=[C:9]2[C:14](=[CH:15][CH:16]=1)[N:13]=[C:12]([Cl:17])[C:11]([I:18])=[CH:10]2. (3) Given the reactants [CH3:1][O:2][C:3]1[N:8]=[C:7]2[NH:9][N:10]=[CH:11][C:6]2=[CH:5][C:4]=1[NH:12][C:13]1[C:14]2[C:21]3[CH2:22][CH2:23][C@H:24]([C:26](O)=[O:27])[CH2:25][C:20]=3[S:19][C:15]=2[N:16]=[CH:17][N:18]=1.[NH:29]1[CH2:32][CH2:31][CH2:30]1, predict the reaction product. The product is: [N:29]1([C:26]([C@H:24]2[CH2:23][CH2:22][C:21]3[C:14]4[C:13]([NH:12][C:4]5[CH:5]=[C:6]6[CH:11]=[N:10][NH:9][C:7]6=[N:8][C:3]=5[O:2][CH3:1])=[N:18][CH:17]=[N:16][C:15]=4[S:19][C:20]=3[CH2:25]2)=[O:27])[CH2:32][CH2:31][CH2:30]1. (4) The product is: [Si:23]([O:8][CH:6]1[CH2:7][CH:2]([CH3:1])[CH2:3][C:4]([C:9]2[CH:14]=[CH:13][N:12]=[CH:11][C:10]=2[N+:15]([O-:17])=[O:16])=[CH:5]1)([C:26]([CH3:29])([CH3:28])[CH3:27])([CH3:25])[CH3:24]. Given the reactants [CH3:1][C@@H:2]1[CH2:7][C@H:6]([OH:8])[CH:5]=[C:4]([C:9]2[CH:14]=[CH:13][N:12]=[CH:11][C:10]=2[N+:15]([O-:17])=[O:16])[CH2:3]1.N1C=CN=C1.[Si:23](Cl)([C:26]([CH3:29])([CH3:28])[CH3:27])([CH3:25])[CH3:24], predict the reaction product. (5) Given the reactants CC1(C)C2C(=C(P(C3C=CC=CC=3)C3C=CC=CC=3)C=CC=2)OC2C(P(C3C=CC=CC=3)C3C=CC=CC=3)=CC=CC1=2.C(=O)([O-])[O-].[Cs+].[Cs+].Cl[C:50]1[CH:51]=[CH:52][C:53]2[CH2:54][N:55]([CH3:67])[CH2:56][C@@H:57]([C:61]3[CH:66]=[CH:65][CH:64]=[CH:63][CH:62]=3)[O:58][C:59]=2[N:60]=1.[NH2:68][C:69]1[N:74]=[C:73]([O:75][CH3:76])[C:72]([C:77]2[CH:78]=[N:79][N:80]([C:82]([O:84][C:85]([CH3:88])([CH3:87])[CH3:86])=[O:83])[CH:81]=2)=[CH:71][CH:70]=1, predict the reaction product. The product is: [CH3:76][O:75][C:73]1[C:72]([C:77]2[CH:78]=[N:79][N:80]([C:82]([O:84][C:85]([CH3:87])([CH3:86])[CH3:88])=[O:83])[CH:81]=2)=[CH:71][CH:70]=[C:69]([NH:68][C:50]2[CH:51]=[CH:52][C:53]3[CH2:54][N:55]([CH3:67])[CH2:56][C@@H:57]([C:61]4[CH:66]=[CH:65][CH:64]=[CH:63][CH:62]=4)[O:58][C:59]=3[N:60]=2)[N:74]=1.